This data is from Peptide-MHC class II binding affinity with 134,281 pairs from IEDB. The task is: Regression. Given a peptide amino acid sequence and an MHC pseudo amino acid sequence, predict their binding affinity value. This is MHC class II binding data. The peptide sequence is HISYVMLIFFV. The MHC is HLA-DQA10201-DQB10402 with pseudo-sequence HLA-DQA10201-DQB10402. The binding affinity (normalized) is 0.